This data is from Reaction yield outcomes from USPTO patents with 853,638 reactions. The task is: Predict the reaction yield, written as a fraction of the theoretical maximum amount of product (1.0 means a 100% yield; for example, 0.34 means a 34% yield). The reactants are [C:1]([N:4]1[C:13]2[CH:12]=[CH:11][C:10]([N+:14]([O-])=O)=[CH:9][C:8]=2[C:7]2[N:17]([C:25]3[CH:33]=[CH:32][C:28]4[O:29][CH2:30][O:31][C:27]=4[CH:26]=3)[N:18]=[C:19]([C:20]([O:22][CH2:23][CH3:24])=[O:21])[C:6]=2[CH2:5]1)(=[O:3])[CH3:2]. The catalyst is C(O)(=O)C.[OH-].[OH-].[Pd+2]. The product is [C:1]([N:4]1[C:13]2[CH:12]=[CH:11][C:10]([NH2:14])=[CH:9][C:8]=2[C:7]2[N:17]([C:25]3[CH:33]=[CH:32][C:28]4[O:29][CH2:30][O:31][C:27]=4[CH:26]=3)[N:18]=[C:19]([C:20]([O:22][CH2:23][CH3:24])=[O:21])[C:6]=2[CH2:5]1)(=[O:3])[CH3:2]. The yield is 0.870.